Dataset: Full USPTO retrosynthesis dataset with 1.9M reactions from patents (1976-2016). Task: Predict the reactants needed to synthesize the given product. (1) Given the product [Cl:25][C:26]1[N:30]2[CH:31]=[C:32]([C:39]3[O:40][CH:41]=[CH:42][CH:43]=3)[CH:33]=[C:34]([C:35]([F:36])([F:38])[F:37])[C:29]2=[N:28][C:27]=1[C:44]([N:54]1[CH2:53][C:49]2[C:48](=[N:47][CH:52]=[CH:51][CH:50]=2)[CH2:55]1)=[O:46], predict the reactants needed to synthesize it. The reactants are: CN(C(ON1N=NC2C=CC=NC1=2)=[N+](C)C)C.F[P-](F)(F)(F)(F)F.[Cl:25][C:26]1[N:30]2[CH:31]=[C:32]([C:39]3[O:40][CH:41]=[CH:42][CH:43]=3)[CH:33]=[C:34]([C:35]([F:38])([F:37])[F:36])[C:29]2=[N:28][C:27]=1[C:44]([OH:46])=O.[N:47]1[CH:52]=[CH:51][CH:50]=[C:49]2[CH2:53][NH:54][CH2:55][C:48]=12. (2) The reactants are: [O:1]=[C:2]1[N:6]([C:7]2[CH:12]=[CH:11][C:10]([N:13]3[CH2:18][CH2:17][O:16][CH2:15][C:14]3=[O:19])=[CH:9][CH:8]=2)[CH2:5][C@H:4]([CH2:20][N:21]2C(=O)C3C(=CC=CC=3)C2=O)[O:3]1.CN.CC(O)C.[ClH:38]. Given the product [ClH:38].[NH2:21][CH2:20][C@@H:4]1[O:3][C:2](=[O:1])[N:6]([C:7]2[CH:12]=[CH:11][C:10]([N:13]3[CH2:18][CH2:17][O:16][CH2:15][C:14]3=[O:19])=[CH:9][CH:8]=2)[CH2:5]1, predict the reactants needed to synthesize it. (3) Given the product [CH3:11][O:10][C:9]([NH:8][C:5]1[CH:6]=[CH:7][C:2]([NH:16][CH2:17][CH:18]2[CH2:23][CH2:22][CH2:21][CH2:20][N:19]2[C:24]([O:26][C:27]([CH3:30])([CH3:29])[CH3:28])=[O:25])=[C:3]([N+:13]([O-:15])=[O:14])[CH:4]=1)=[O:12], predict the reactants needed to synthesize it. The reactants are: F[C:2]1[CH:7]=[CH:6][C:5]([NH:8][C:9](=[O:12])[O:10][CH3:11])=[CH:4][C:3]=1[N+:13]([O-:15])=[O:14].[NH2:16][CH2:17][CH:18]1[CH2:23][CH2:22][CH2:21][CH2:20][N:19]1[C:24]([O:26][C:27]([CH3:30])([CH3:29])[CH3:28])=[O:25]. (4) Given the product [C:26]([CH2:28][C:29]([O:31][C:1]1([N:7]=[O:8])[CH2:6][CH2:5][CH2:4][CH2:3][CH2:2]1)=[O:30])#[N:27], predict the reactants needed to synthesize it. The reactants are: [C:1]1(=[N:7][OH:8])[CH2:6][CH2:5][CH2:4][CH2:3][CH2:2]1.C([O-])(=O)C.C([O-])(=O)C.C([O-])(=O)C.C([O-])(=O)C.[Pb+4].[C:26]([CH2:28][C:29]([OH:31])=[O:30])#[N:27]. (5) Given the product [CH3:47][C@:39]1([N:33]2[C:32](=[O:48])[C:31]3[C:35](=[CH:36][CH:37]=[C:29]([CH2:28][NH:27][C:9](=[O:11])[C:8]4[CH:7]=[CH:6][C:5]([S:2]([CH3:1])(=[O:3])=[O:4])=[CH:13][CH:12]=4)[CH:30]=3)[C:34]2=[O:38])[CH2:44][CH2:43][C:42](=[O:45])[NH:41][C:40]1=[O:46], predict the reactants needed to synthesize it. The reactants are: [CH3:1][S:2]([C:5]1[CH:13]=[CH:12][C:8]([C:9]([OH:11])=O)=[CH:7][CH:6]=1)(=[O:4])=[O:3].C1N=CN(C(N2C=NC=C2)=O)C=1.Cl.[NH2:27][CH2:28][C:29]1[CH:30]=[C:31]2[C:35](=[CH:36][CH:37]=1)[C:34](=[O:38])[N:33]([C@@:39]1([CH3:47])[CH2:44][CH2:43][C:42](=[O:45])[NH:41][C:40]1=[O:46])[C:32]2=[O:48].CC#N. (6) Given the product [F:1][C:2]1[CH:7]=[C:6]([N:8]2[CH:13]=[CH:12][CH:11]=[CH:10][C:9]2=[O:14])[CH:5]=[CH:4][C:3]=1[NH:15][C:16]([CH:18]1[CH2:22][CH:21]([CH2:23][NH:24][C:25]([C:27]2[S:28][C:29]([Cl:32])=[CH:30][CH:31]=2)=[O:26])[CH:20]([NH:35][CH3:34])[CH2:19]1)=[O:17], predict the reactants needed to synthesize it. The reactants are: [F:1][C:2]1[CH:7]=[C:6]([N:8]2[CH:13]=[CH:12][CH:11]=[CH:10][C:9]2=[O:14])[CH:5]=[CH:4][C:3]=1[NH:15][C:16]([CH:18]1[CH2:22][CH:21]([CH2:23][NH:24][C:25]([C:27]2[S:28][C:29]([Cl:32])=[CH:30][CH:31]=2)=[O:26])[C:20](=O)[CH2:19]1)=[O:17].[CH3:34][NH2:35]. (7) Given the product [O:52]=[S:51]1(=[O:53])[CH2:54][CH2:55][N:56]([CH2:57][CH2:58][S:59]([CH2:60][CH2:61][NH:1][C@:2]23[CH2:45][CH2:44][C@@H:43]([C:46]([CH3:48])=[CH2:47])[C@@H:3]2[C@@H:4]2[C@@:17]([CH3:20])([CH2:18][CH2:19]3)[C@@:16]3([CH3:21])[C@@H:7]([C@:8]4([CH3:42])[C@@H:13]([CH2:14][CH2:15]3)[C:12]([CH3:22])([CH3:23])[C:11]([C:24]3[CH2:29][CH2:28][C@@:27]([CH2:40][F:41])([C:30]([O:32][CH2:33][C:34]5[CH:35]=[CH:36][CH:37]=[CH:38][CH:39]=5)=[O:31])[CH2:26][CH:25]=3)=[CH:10][CH2:9]4)[CH2:6][CH2:5]2)(=[O:63])=[O:62])[CH2:50][CH2:49]1, predict the reactants needed to synthesize it. The reactants are: [NH2:1][C@:2]12[CH2:45][CH2:44][C@@H:43]([C:46]([CH3:48])=[CH2:47])[C@@H:3]1[C@@H:4]1[C@@:17]([CH3:20])([CH2:18][CH2:19]2)[C@@:16]2([CH3:21])[C@@H:7]([C@:8]3([CH3:42])[C@@H:13]([CH2:14][CH2:15]2)[C:12]([CH3:23])([CH3:22])[C:11]([C:24]2[CH2:29][CH2:28][C@@:27]([CH2:40][F:41])([C:30]([O:32][CH2:33][C:34]4[CH:39]=[CH:38][CH:37]=[CH:36][CH:35]=4)=[O:31])[CH2:26][CH:25]=2)=[CH:10][CH2:9]3)[CH2:6][CH2:5]1.[CH:49]([S:51]([CH:54]=[CH2:55])(=[O:53])=[O:52])=[CH2:50].[NH:56]1[CH2:61][CH2:60][S:59](=[O:63])(=[O:62])[CH2:58][CH2:57]1.